Dataset: Forward reaction prediction with 1.9M reactions from USPTO patents (1976-2016). Task: Predict the product of the given reaction. Given the reactants C([N:8]1[CH2:13][CH2:12][O:11][CH:10]([CH2:14][N:15]2[CH2:19][CH2:18][CH2:17][CH2:16]2)[CH2:9]1)C1C=CC=CC=1.[H][H], predict the reaction product. The product is: [N:15]1([CH2:14][CH:10]2[O:11][CH2:12][CH2:13][NH:8][CH2:9]2)[CH2:16][CH2:17][CH2:18][CH2:19]1.